This data is from NCI-60 drug combinations with 297,098 pairs across 59 cell lines. The task is: Regression. Given two drug SMILES strings and cell line genomic features, predict the synergy score measuring deviation from expected non-interaction effect. Drug 1: C1=NC2=C(N1)C(=S)N=CN2. Drug 2: CC1C(C(CC(O1)OC2CC(CC3=C2C(=C4C(=C3O)C(=O)C5=C(C4=O)C(=CC=C5)OC)O)(C(=O)CO)O)N)O.Cl. Cell line: HCT-15. Synergy scores: CSS=29.2, Synergy_ZIP=-3.97, Synergy_Bliss=-3.27, Synergy_Loewe=-8.41, Synergy_HSA=0.486.